This data is from Peptide-MHC class I binding affinity with 185,985 pairs from IEDB/IMGT. The task is: Regression. Given a peptide amino acid sequence and an MHC pseudo amino acid sequence, predict their binding affinity value. This is MHC class I binding data. (1) The peptide sequence is FPASHMATY. The MHC is HLA-A25:01 with pseudo-sequence HLA-A25:01. The binding affinity (normalized) is 0.851. (2) The peptide sequence is AVMLVHTYY. The MHC is HLA-A02:03 with pseudo-sequence HLA-A02:03. The binding affinity (normalized) is 0.0847. (3) The MHC is HLA-A30:02 with pseudo-sequence HLA-A30:02. The binding affinity (normalized) is 0.409. The peptide sequence is LYMAISPKF. (4) The peptide sequence is QQYAGWSAL. The MHC is HLA-B27:05 with pseudo-sequence HLA-B27:05. The binding affinity (normalized) is 0.502. (5) The peptide sequence is QYSGFVRTL. The MHC is HLA-A02:01 with pseudo-sequence HLA-A02:01. The binding affinity (normalized) is 0.0847. (6) The peptide sequence is EMPPHIYAI. The MHC is HLA-A02:06 with pseudo-sequence HLA-A02:06. The binding affinity (normalized) is 0.589. (7) The peptide sequence is MVFGRFSFA. The MHC is HLA-B45:06 with pseudo-sequence HLA-B45:06. The binding affinity (normalized) is 0.213.